From a dataset of Reaction yield outcomes from USPTO patents with 853,638 reactions. Predict the reaction yield, written as a fraction of the theoretical maximum amount of product (1.0 means a 100% yield; for example, 0.34 means a 34% yield). (1) The reactants are [OH:1][C:2]1[CH:24]=[N:23][C:5]2[N:6]([CH3:22])[C:7](=[O:21])[N:8]([CH2:11][CH2:12][CH2:13][O:14][CH:15]3[CH2:20][CH2:19][CH2:18][CH2:17][O:16]3)[C:9](=[O:10])[C:4]=2[CH:3]=1.C([O-])([O-])=O.[Cs+].[Cs+].CN(C)CC(O)=O.Br[C:39]1[CH:40]=[N:41][CH:42]=[C:43]([CH3:45])[CH:44]=1. The catalyst is O1CCOCC1.CC(=O)OCC.O.[Cu]I. The product is [CH3:22][N:6]1[C:5]2[N:23]=[CH:24][C:2]([O:1][C:39]3[CH:40]=[N:41][CH:42]=[C:43]([CH3:45])[CH:44]=3)=[CH:3][C:4]=2[C:9](=[O:10])[N:8]([CH2:11][CH2:12][CH2:13][O:14][CH:15]2[CH2:20][CH2:19][CH2:18][CH2:17][O:16]2)[C:7]1=[O:21]. The yield is 0.810. (2) The reactants are Br[C:2]1[CH:7]=[C:6]([CH:8]2[CH2:13][CH2:12][S:11](=[O:15])(=[O:14])[CH2:10][CH2:9]2)[CH:5]=[CH:4][C:3]=1[NH2:16].[C:17]1(B(O)O)[CH2:22][CH2:21][CH2:20][CH2:19][CH:18]=1.C([O-])([O-])=O.[Na+].[Na+].CCOC(C)=O. The catalyst is O1CCOCC1.C1C=CC([P]([Pd]([P](C2C=CC=CC=2)(C2C=CC=CC=2)C2C=CC=CC=2)([P](C2C=CC=CC=2)(C2C=CC=CC=2)C2C=CC=CC=2)[P](C2C=CC=CC=2)(C2C=CC=CC=2)C2C=CC=CC=2)(C2C=CC=CC=2)C2C=CC=CC=2)=CC=1. The product is [C:17]1([C:2]2[CH:7]=[C:6]([CH:8]3[CH2:13][CH2:12][S:11](=[O:15])(=[O:14])[CH2:10][CH2:9]3)[CH:5]=[CH:4][C:3]=2[NH2:16])[CH2:22][CH2:21][CH2:20][CH2:19][CH:18]=1. The yield is 0.860. (3) The reactants are [C:1]([C:5]1[CH:14]=[CH:13][C:8]([C:9]([O:11]C)=[O:10])=[C:7]([O:15][C:16]2[CH:21]=[CH:20][CH:19]=[C:18]([C:22]([F:25])([F:24])[F:23])[N:17]=2)[CH:6]=1)([CH3:4])([CH3:3])[CH3:2].O.[OH-].[Li+].Cl. The catalyst is C1COCC1.O. The product is [C:1]([C:5]1[CH:14]=[CH:13][C:8]([C:9]([OH:11])=[O:10])=[C:7]([O:15][C:16]2[CH:21]=[CH:20][CH:19]=[C:18]([C:22]([F:25])([F:23])[F:24])[N:17]=2)[CH:6]=1)([CH3:4])([CH3:2])[CH3:3]. The yield is 0.950. (4) The reactants are [Br:1][C:2]1[CH:9]=[CH:8][C:5](C=O)=[C:4]([O:10][CH3:11])[CH:3]=1.[CH:12]([O:17][CH3:18])([O:15][CH3:16])OC.O.C1(C)C=CC(S(O)(=O)=O)=CC=1. The catalyst is CO. The product is [Br:1][C:2]1[CH:9]=[CH:8][C:5]([CH:12]([O:15][CH3:16])[O:17][CH3:18])=[C:4]([O:10][CH3:11])[CH:3]=1. The yield is 0.990. (5) The catalyst is C(O)(C)(C)C.CCOC(C)=O.C1C=CC(/C=C/C(/C=C/C2C=CC=CC=2)=O)=CC=1.C1C=CC(/C=C/C(/C=C/C2C=CC=CC=2)=O)=CC=1.C1C=CC(/C=C/C(/C=C/C2C=CC=CC=2)=O)=CC=1.[Pd].[Pd]. The reactants are [NH2:1][C:2]1[C:6]([C:7]#[N:8])=[CH:5][N:4]([C:9]2[CH:14]=[CH:13][CH:12]=[C:11]([N:15]3[N:24]=[CH:23][C:22]4[C:17](=[CH:18][CH:19]=[C:20]([C:25]([CH3:28])([CH3:27])[CH3:26])[CH:21]=4)[C:16]3=[O:29])[C:10]=2[CH2:30][OH:31])[N:3]=1.Br[C:33]1[CH:38]=[CH:37][CH:36]=[CH:35][N:34]=1.CC(C1C=C(C(C)C)C(C2C(P(C3CCCCC3)C3CCCCC3)=C(OC)C=CC=2OC)=C(C(C)C)C=1)C.C(=O)([O-])[O-].[Cs+].[Cs+]. The product is [C:25]([C:20]1[CH:21]=[C:22]2[C:17](=[CH:18][CH:19]=1)[C:16](=[O:29])[N:15]([C:11]1[C:10]([CH2:30][OH:31])=[C:9]([N:4]3[CH:5]=[C:6]([C:7]#[N:8])[C:2]([NH:1][C:33]4[CH:38]=[CH:37][CH:36]=[CH:35][N:34]=4)=[N:3]3)[CH:14]=[CH:13][CH:12]=1)[N:24]=[CH:23]2)([CH3:26])([CH3:27])[CH3:28]. The yield is 0.510. (6) The reactants are [CH3:1][C@H:2]1[CH2:7][NH:6][CH2:5][C@@H:4]([CH3:8])[NH:3]1.[Li]CCCC.C[Si](Cl)(C)C.Cl[C:20]1[S:21][C:22]2[CH:28]=[C:27]([C:29]([F:32])([F:31])[F:30])[CH:26]=[CH:25][C:23]=2[N:24]=1. The catalyst is O1CCCC1.O. The product is [CH3:1][CH:2]1[CH2:7][NH:6][CH2:5][CH:4]([CH3:8])[N:3]1[C:20]1[S:21][C:22]2[CH:28]=[C:27]([C:29]([F:32])([F:31])[F:30])[CH:26]=[CH:25][C:23]=2[N:24]=1. The yield is 0.540. (7) The reactants are [NH2:1][C:2]1[CH:3]=[N:4][N:5]([CH:7]2[CH2:12][CH2:11][N:10]([C:13]([O:15][C:16]([CH3:19])([CH3:18])[CH3:17])=[O:14])[CH2:9][CH2:8]2)[CH:6]=1.Cl[C:21]1[N:26]=[C:25]([NH:27][C:28]2[CH:33]=[CH:32][CH:31]=[C:30]([N+:34]([O-:36])=[O:35])[CH:29]=2)[C:24]([Cl:37])=[CH:23][N:22]=1.C([O-])([O-])=O.[K+].[K+]. The catalyst is CN(C=O)C.O. The product is [Cl:37][C:24]1[C:25]([NH:27][C:28]2[CH:33]=[CH:32][CH:31]=[C:30]([N+:34]([O-:36])=[O:35])[CH:29]=2)=[N:26][C:21]([NH:1][C:2]2[CH:3]=[N:4][N:5]([CH:7]3[CH2:8][CH2:9][N:10]([C:13]([O:15][C:16]([CH3:19])([CH3:18])[CH3:17])=[O:14])[CH2:11][CH2:12]3)[CH:6]=2)=[N:22][CH:23]=1. The yield is 0.340. (8) The reactants are [CH2:1]([NH:8][C@H:9]([CH3:16])[C:10]1[CH:15]=[CH:14][CH:13]=[CH:12][CH:11]=1)[C:2]1[CH:7]=[CH:6][CH:5]=[CH:4][CH:3]=1.C([Li])CCC.[C:22]([O:26][C:27](=[O:37])/[CH:28]=[CH:29]/[C:30]1[CH:35]=[CH:34][CH:33]=[C:32]([F:36])[CH:31]=1)([CH3:25])([CH3:24])[CH3:23]. The catalyst is C1COCC1. The product is [C:22]([O:26][C:27](=[O:37])[CH2:28][C@H:29]([N:8]([CH2:1][C:2]1[CH:7]=[CH:6][CH:5]=[CH:4][CH:3]=1)[C@@H:9]([C:10]1[CH:15]=[CH:14][CH:13]=[CH:12][CH:11]=1)[CH3:16])[C:30]1[CH:35]=[CH:34][CH:33]=[C:32]([F:36])[CH:31]=1)([CH3:25])([CH3:23])[CH3:24]. The yield is 0.800.